This data is from Forward reaction prediction with 1.9M reactions from USPTO patents (1976-2016). The task is: Predict the product of the given reaction. (1) Given the reactants [CH3:1][S:2]([C:5]1[CH:6]=[C:7]([N:13]2[CH2:18][CH2:17][NH:16][CH2:15][CH2:14]2)[CH:8]=[CH:9][C:10]=1[O:11][CH3:12])(=[O:4])=[O:3].[CH2:19](I)[CH3:20], predict the reaction product. The product is: [CH2:19]([N:16]1[CH2:15][CH2:14][N:13]([C:7]2[CH:8]=[CH:9][C:10]([O:11][CH3:12])=[C:5]([S:2]([CH3:1])(=[O:3])=[O:4])[CH:6]=2)[CH2:18][CH2:17]1)[CH3:20]. (2) Given the reactants [OH:1][C:2]1[CH:3]=[C:4]([CH:7]=[CH:8][CH:9]=1)[CH:5]=[O:6].C([O-])([O-])=O.[K+].[K+].Br[CH2:17][CH2:18][CH2:19][OH:20].O, predict the reaction product. The product is: [OH:20][CH2:19][CH2:18][CH2:17][O:1][C:2]1[CH:3]=[C:4]([CH:7]=[CH:8][CH:9]=1)[CH:5]=[O:6]. (3) Given the reactants [C:1]([CH2:3][C:4]([N:6]1[CH2:10][CH2:9][CH2:8][C@@H:7]1[CH2:11][N:12]1[C:16]2[CH:17]=[CH:18][CH:19]=[CH:20][C:15]=2[N:14]=[C:13]1[NH:21][C:22]([C:24]1[S:25][C:26]([CH:29]([F:31])[F:30])=[CH:27][CH:28]=1)=[O:23])=[O:5])#[N:2].C(C(=[CH:38][C:39]([CH3:42])([CH3:41])[CH3:40])C(O)=O)#N.CN(C(ON1N=NC2C=CC=NC1=2)=[N+](C)C)C.F[P-](F)(F)(F)(F)F.C(N(CC)CC)C, predict the reaction product. The product is: [C:1]([C:3](=[CH:38][C:39]([CH3:42])([CH3:41])[CH3:40])[C:4]([N:6]1[CH2:10][CH2:9][CH2:8][C@@H:7]1[CH2:11][N:12]1[C:16]2[CH:17]=[CH:18][CH:19]=[CH:20][C:15]=2[N:14]=[C:13]1[NH:21][C:22]([C:24]1[S:25][C:26]([CH:29]([F:30])[F:31])=[CH:27][CH:28]=1)=[O:23])=[O:5])#[N:2]. (4) Given the reactants CCN(C(C)C)C(C)C.Cl[C:11]1[CH:12]=[CH:13][C:14]2[N:15]([C:17]([C:20]([F:23])([F:22])[F:21])=[N:18][N:19]=2)[N:16]=1.Cl.[NH:25]1[CH2:30][CH2:29][CH:28]([C:31]2[CH:36]=[CH:35][C:34]([OH:37])=[CH:33][CH:32]=2)[CH2:27][CH2:26]1, predict the reaction product. The product is: [F:21][C:20]([F:23])([F:22])[C:17]1[N:15]2[N:16]=[C:11]([N:25]3[CH2:30][CH2:29][CH:28]([C:31]4[CH:32]=[CH:33][C:34]([OH:37])=[CH:35][CH:36]=4)[CH2:27][CH2:26]3)[CH:12]=[CH:13][C:14]2=[N:19][N:18]=1. (5) Given the reactants [SH:1][C:2]1[CH:3]=[C:4]2[C:8](=[CH:9][CH:10]=1)[CH2:7][CH:6]([NH:11][C:12](=O)[CH3:13])[CH2:5]2.[H-].[H-].[H-].[H-].[Li+].[Al+3].CO.Br[C:24]([CH3:33])([CH3:32])[C:25]([O:27][C:28]([CH3:31])([CH3:30])[CH3:29])=[O:26].[OH-].[Na+], predict the reaction product. The product is: [CH2:12]([NH:11][CH:6]1[CH2:5][C:4]2[C:8](=[CH:9][CH:10]=[C:2]([S:1][C:24]([CH3:33])([CH3:32])[C:25]([O:27][C:28]([CH3:31])([CH3:30])[CH3:29])=[O:26])[CH:3]=2)[CH2:7]1)[CH3:13]. (6) Given the reactants C(OC(=O)[NH:7][CH2:8][C:9]1[CH:14]=[C:13]([C:15]([N:17]2[CH2:20][CH:19]([O:21][CH3:22])[CH2:18]2)=[O:16])[CH:12]=[C:11]([Cl:23])[C:10]=1[F:24])(C)(C)C.C(O)(C(F)(F)F)=O, predict the reaction product. The product is: [NH2:7][CH2:8][C:9]1[CH:14]=[C:13]([C:15]([N:17]2[CH2:18][CH:19]([O:21][CH3:22])[CH2:20]2)=[O:16])[CH:12]=[C:11]([Cl:23])[C:10]=1[F:24]. (7) Given the reactants [N:1]1[N:2]([C:6]2[CH:23]=[CH:22][CH:21]=[CH:20][C:7]=2[C:8]([N:10]2[C@H:15]([CH3:16])[CH2:14][CH2:13][C@@H:12]([C:17](=S)[NH2:18])[CH2:11]2)=[O:9])[N:3]=[CH:4][CH:5]=1.Br[CH2:25][C:26](=O)[C:27]([O:29]CC)=O.[Na+].[I-], predict the reaction product. The product is: [N:1]1[N:2]([C:6]2[CH:23]=[CH:22][CH:21]=[CH:20][C:7]=2[C:8]([N:10]2[CH2:11][C@H:12]([C:17]3[O:29][CH:27]=[C:26]([C:25]4[CH:22]=[CH:23][CH:6]=[CH:7][CH:8]=4)[N:18]=3)[CH2:13][CH2:14][C@H:15]2[CH3:16])=[O:9])[N:3]=[CH:4][CH:5]=1. (8) Given the reactants [F:1][C:2]([C@@H:5]1[CH2:10][CH2:9][C@H:8]([O:11][C:12]2[CH:13]=[C:14]3[C:19](=[CH:20][CH:21]=2)[CH:18]=[C:17]([C@:22]2([CH3:28])[CH2:26][O:25]C(=O)[NH:23]2)[CH:16]=[CH:15]3)[CH2:7][CH2:6]1)([F:4])[CH3:3], predict the reaction product. The product is: [NH2:23][C@@:22]([C:17]1[CH:16]=[CH:15][C:14]2[C:19](=[CH:20][CH:21]=[C:12]([O:11][C@H:8]3[CH2:9][CH2:10][C@H:5]([C:2]([F:1])([F:4])[CH3:3])[CH2:6][CH2:7]3)[CH:13]=2)[CH:18]=1)([CH3:28])[CH2:26][OH:25]. (9) Given the reactants [CH3:1][O:2]/[N:3]=[C:4](\[C:11]1[C:12]([Cl:30])=[C:13]2[CH:19]=[CH:18][N:17]([Si](C(C)C)(C(C)C)C(C)C)[C:14]2=[N:15][CH:16]=1)/[C:5]1[CH:10]=[CH:9][CH:8]=[CH:7][CH:6]=1.[F-].C([N+](CCCC)(CCCC)CCCC)CCC, predict the reaction product. The product is: [CH3:1][O:2]/[N:3]=[C:4](\[C:11]1[C:12]([Cl:30])=[C:13]2[CH:19]=[CH:18][NH:17][C:14]2=[N:15][CH:16]=1)/[C:5]1[CH:6]=[CH:7][CH:8]=[CH:9][CH:10]=1.